From a dataset of Forward reaction prediction with 1.9M reactions from USPTO patents (1976-2016). Predict the product of the given reaction. (1) Given the reactants Cl[C:2]1[N:11]=[CH:10][C:9]2[N:8]([CH2:12][C:13]3[CH:18]=[CH:17][CH:16]=[C:15]([CH3:19])[N:14]=3)[CH2:7][CH:6]3[CH2:20][O:21][CH2:22][CH2:23][N:5]3[C:4]=2[N:3]=1.[NH:24]1[C:32]2[C:27](=[C:28](B(O)O)[CH:29]=[CH:30][CH:31]=2)[CH:26]=[CH:25]1, predict the reaction product. The product is: [NH:24]1[C:32]2[C:27](=[C:28]([C:2]3[N:11]=[CH:10][C:9]4[N:8]([CH2:12][C:13]5[CH:18]=[CH:17][CH:16]=[C:15]([CH3:19])[N:14]=5)[CH2:7][CH:6]5[CH2:20][O:21][CH2:22][CH2:23][N:5]5[C:4]=4[N:3]=3)[CH:29]=[CH:30][CH:31]=2)[CH:26]=[CH:25]1. (2) Given the reactants Br[C:2]1[C:15]2[C:16]3=[C:17]4[C:12](=[CH:13][CH:14]=2)[CH:11]=[CH:10][CH:9]=[C:8]4[CH:7]=[CH:6][C:5]3=[CH:4][CH:3]=1.[C:18]([C:22]1[CH:27]=[CH:26][C:25](B(O)O)=[CH:24][CH:23]=1)([CH3:21])([CH3:20])[CH3:19].P([O-])([O-])([O-])=O.[K+].[K+].[K+].CN(C)C=O, predict the reaction product. The product is: [C:18]([C:22]1[CH:27]=[CH:26][C:25]([C:9]2[C:8]3[C:17]4=[C:16]5[C:5](=[CH:6][CH:7]=3)[CH:4]=[CH:3][CH:2]=[C:15]5[CH:14]=[CH:13][C:12]4=[CH:11][CH:10]=2)=[CH:24][CH:23]=1)([CH3:21])([CH3:20])[CH3:19]. (3) Given the reactants [O-]CC.[Na+].[Na].[OH:6][C:7]1[CH:14]=[CH:13][C:10]([CH:11]=[O:12])=[CH:9][CH:8]=1.Br[CH2:16][CH2:17][CH2:18][CH2:19][CH2:20][CH2:21][CH2:22][CH2:23][CH2:24][CH:25]=[CH2:26], predict the reaction product. The product is: [CH2:26]([O:6][C:7]1[CH:14]=[CH:13][C:10]([CH:11]=[O:12])=[CH:9][CH:8]=1)[CH2:25][CH2:24][CH2:23][CH2:22][CH2:21][CH2:20][CH2:19][CH2:18][CH:17]=[CH2:16]. (4) Given the reactants [Br:1][C:2]1[C:7](OS(C(F)(F)F)(=O)=O)=[CH:6][CH:5]=[CH:4][N:3]=1.[CH3:16][Si:17]([C:20]#[CH:21])([CH3:19])[CH3:18].[Li+].[Cl-].CCN(CC)CC, predict the reaction product. The product is: [Br:1][C:2]1[C:7]([C:21]#[C:20][Si:17]([CH3:19])([CH3:18])[CH3:16])=[CH:6][CH:5]=[CH:4][N:3]=1. (5) The product is: [N+:1]([C:4]1[CH:5]=[N:6][CH:7]=[CH:8][C:9]=1[CH2:11][C:12]([O:14][CH3:15])=[O:13])([O-:3])=[O:2]. Given the reactants [N+:1]([C:4]1[CH:5]=[N:6][CH:7]=[CH:8][CH:9]=1)([O-:3])=[O:2].Cl[CH2:11][C:12]([O:14][CH3:15])=[O:13].CC([O-])(C)C.[K+], predict the reaction product. (6) The product is: [Cl:1][C:2]1[CH:3]=[C:4]([NH2:10])[C:5]([NH2:9])=[N:6][C:7]=1[I:8]. Given the reactants [Cl:1][C:2]1[CH:3]=[C:4]([N+:10]([O-])=O)[C:5]([NH2:9])=[N:6][C:7]=1[I:8].O.O.[Sn](Cl)Cl.O.[F-].[K+], predict the reaction product. (7) Given the reactants [CH3:1][O:2][C:3](=[O:26])[C@@H:4]([CH3:25])[CH2:5][C@H:6]([NH:17][C:18]([O:20][C:21]([CH3:24])([CH3:23])[CH3:22])=[O:19])[C:7]([O:9]CC1C=CC=CC=1)=[O:8], predict the reaction product. The product is: [CH3:1][O:2][C:3](=[O:26])[C@@H:4]([CH3:25])[CH2:5][C@H:6]([NH:17][C:18]([O:20][C:21]([CH3:23])([CH3:22])[CH3:24])=[O:19])[C:7]([OH:9])=[O:8].